Dataset: Full USPTO retrosynthesis dataset with 1.9M reactions from patents (1976-2016). Task: Predict the reactants needed to synthesize the given product. (1) Given the product [F:1][C:2]1[CH:7]=[CH:6][C:5]([C:12]2[CH:17]=[CH:16][CH:15]=[C:14]([N:18]([CH2:22][C:23]3[CH:35]=[CH:34][C:26]([O:27][CH2:28][C:29]([OH:31])=[O:30])=[C:25]([CH3:36])[CH:24]=3)[CH2:19][CH2:20][CH3:21])[C:13]=2[CH3:37])=[CH:4][CH:3]=1, predict the reactants needed to synthesize it. The reactants are: [F:1][C:2]1[CH:7]=[CH:6][C:5](B(O)O)=[CH:4][CH:3]=1.Br[C:12]1[C:13]([CH3:37])=[C:14]([N:18]([CH2:22][C:23]2[CH:35]=[CH:34][C:26]([O:27][CH2:28][C:29]([O:31]CC)=[O:30])=[C:25]([CH3:36])[CH:24]=2)[CH2:19][CH2:20][CH3:21])[CH:15]=[CH:16][CH:17]=1. (2) Given the product [I-:1].[O:10]1[C:6]2([CH2:11][CH2:12][CH:3]([CH2:2][P+:19]([C:20]3[CH:21]=[CH:22][CH:23]=[CH:24][CH:25]=3)([C:26]3[CH:31]=[CH:30][CH:29]=[CH:28][CH:27]=3)[C:13]3[CH:14]=[CH:15][CH:16]=[CH:17][CH:18]=3)[CH2:4][CH2:5]2)[O:7][CH2:8][CH2:9]1, predict the reactants needed to synthesize it. The reactants are: [I:1][CH2:2][CH:3]1[CH2:12][CH2:11][C:6]2([O:10][CH2:9][CH2:8][O:7]2)[CH2:5][CH2:4]1.[C:13]1([P:19]([C:26]2[CH:31]=[CH:30][CH:29]=[CH:28][CH:27]=2)[C:20]2[CH:25]=[CH:24][CH:23]=[CH:22][CH:21]=2)[CH:18]=[CH:17][CH:16]=[CH:15][CH:14]=1. (3) Given the product [OH:32][C:33]1([C:11]2[S:12][C:8]([C:6]3[CH:7]=[C:2]([CH3:1])[CH:3]=[C:4]([NH:13][C:14]4[CH:19]=[C:18]([C:20]([F:23])([F:21])[F:22])[CH:17]=[CH:16][N:15]=4)[N:5]=3)=[CH:9][N:10]=2)[C:41]2[C:36](=[CH:37][CH:38]=[C:39]([C:42]([O:44][CH3:45])=[O:43])[CH:40]=2)[CH2:35][CH2:34]1, predict the reactants needed to synthesize it. The reactants are: [CH3:1][C:2]1[CH:7]=[C:6]([C:8]2[S:12][CH:11]=[N:10][CH:9]=2)[N:5]=[C:4]([NH:13][C:14]2[CH:19]=[C:18]([C:20]([F:23])([F:22])[F:21])[CH:17]=[CH:16][N:15]=2)[CH:3]=1.[Li+].CC([N-]C(C)C)C.[O:32]=[C:33]1[C:41]2[C:36](=[CH:37][CH:38]=[C:39]([C:42]([O:44][CH3:45])=[O:43])[CH:40]=2)[CH2:35][CH2:34]1. (4) Given the product [C:12]([C:13]1[CH:14]=[C:15]([NH2:16])[N:9]([C:6]2[CH:7]=[CH:8][C:3]([O:2][CH3:1])=[CH:4][CH:5]=2)[N:10]=1)([CH3:19])([CH3:18])[CH3:11], predict the reactants needed to synthesize it. The reactants are: [CH3:1][O:2][C:3]1[CH:8]=[CH:7][C:6]([NH:9][NH2:10])=[CH:5][CH:4]=1.[CH3:11][C:12]([CH3:19])([CH3:18])[C:13](=O)[CH2:14][C:15]#[N:16].